This data is from M1 muscarinic receptor antagonist screen with 61,756 compounds. The task is: Binary Classification. Given a drug SMILES string, predict its activity (active/inactive) in a high-throughput screening assay against a specified biological target. The molecule is S(C=1NC(=O)C(Cc2ccccc2)C(=O)N1)CC(=O)Nc1ncccn1. The result is 0 (inactive).